From a dataset of Forward reaction prediction with 1.9M reactions from USPTO patents (1976-2016). Predict the product of the given reaction. (1) The product is: [C:2]1([C:1]([C:8]2[CH:9]=[CH:10][CH:11]=[CH:12][CH:13]=2)=[N:14][N:15]=[C:17]([C:19]2[CH:24]=[CH:23][C:22]([F:25])=[CH:21][CH:20]=2)[CH3:16])[CH:7]=[CH:6][CH:5]=[CH:4][CH:3]=1. Given the reactants [C:1](=[N:14][NH2:15])([C:8]1[CH:13]=[CH:12][CH:11]=[CH:10][CH:9]=1)[C:2]1[CH:7]=[CH:6][CH:5]=[CH:4][CH:3]=1.[CH3:16][C:17]([C:19]1[CH:24]=[CH:23][C:22]([F:25])=[CH:21][CH:20]=1)=O.C(Cl)(Cl)Cl, predict the reaction product. (2) Given the reactants [CH2:1]([O:8][N:9]([CH2:12][C:13]1([C:21]([OH:23])=O)[CH2:18][CH2:17][C:16]([CH3:20])([CH3:19])[CH2:15][CH2:14]1)[CH:10]=[O:11])[C:2]1[CH:7]=[CH:6][CH:5]=[CH:4][CH:3]=1.[NH:24]([C:26]1[N:31]=[C:30]([C:32]([F:35])([F:34])[F:33])[CH:29]=[CH:28][N:27]=1)[NH2:25].CN1CCOCC1.C1C=NC2N(O)N=NC=2C=1.Cl.CN(C)CCCN=C=NCC, predict the reaction product. The product is: [CH2:1]([O:8][N:9]([CH2:12][C:13]1([C:21]([NH:25][NH:24][C:26]2[N:31]=[C:30]([C:32]([F:34])([F:33])[F:35])[CH:29]=[CH:28][N:27]=2)=[O:23])[CH2:18][CH2:17][C:16]([CH3:20])([CH3:19])[CH2:15][CH2:14]1)[CH:10]=[O:11])[C:2]1[CH:7]=[CH:6][CH:5]=[CH:4][CH:3]=1. (3) Given the reactants [CH2:1]([N:3]([CH2:26][CH3:27])[C:4](=[O:25])[O:5][C:6]1[CH:11]=[C:10]([C:12]([CH3:15])([CH3:14])[CH3:13])[CH:9]=[C:8]([CH3:16])[C:7]=1[O:17][C:18](=[O:24])[N:19]([CH2:22][CH3:23])[CH2:20][CH3:21])[CH3:2].N1(C(Cl)=O)CCCC1, predict the reaction product. The product is: [N:3]1([C:4]([O:5][C:6]2[CH:11]=[C:10]([C:12]([CH3:14])([CH3:13])[CH3:15])[CH:9]=[C:8]([CH3:16])[C:7]=2[O:17][C:18]([N:19]2[CH2:22][CH2:23][CH2:21][CH2:20]2)=[O:24])=[O:25])[CH2:1][CH2:2][CH2:27][CH2:26]1. (4) Given the reactants [OH-].[Na+].[C:3]([O:7][C:8]([NH:10][CH2:11][C:12]([NH:14][C@@:15]1([C:32]([O:34]CC)=[O:33])[CH2:20][C@@H:19]([S:21][C:22]2[NH:26][CH:25]=[N:24][N:23]=2)[C@@H:18]2[C@H:16]1[C@H:17]2[C:27]([O:29]CC)=[O:28])=[O:13])=[O:9])([CH3:6])([CH3:5])[CH3:4], predict the reaction product. The product is: [C:3]([O:7][C:8]([NH:10][CH2:11][C:12]([NH:14][C@@:15]1([C:32]([OH:34])=[O:33])[CH2:20][C@@H:19]([S:21][C:22]2[NH:26][CH:25]=[N:24][N:23]=2)[C@@H:18]2[C@H:16]1[C@H:17]2[C:27]([OH:29])=[O:28])=[O:13])=[O:9])([CH3:6])([CH3:4])[CH3:5]. (5) Given the reactants C(OC1C=CC(N(C)C(C2C=[C:20]([C:25]3[CH:26]=[C:27]4[C:32](=[CH:33][C:34]=3C(O[Li])=O)[CH2:31]N(C(OC(C)(C)C)=O)CC4)[N:21]([CH3:24])C=2C)=O)=CC=1)C1C=CC=CC=1.[CH2:47]([O:54][C:55]1[CH:60]=[CH:59][C:58]([N:61]([CH2:92][CH2:93][CH3:94])[C:62]([C:64]2[CH:65]=[C:66]([C:71]3[CH:72]=[C:73]4[C:78](=[CH:79][C:80]=3[C:81]([O:83][Li])=O)[CH2:77][N:76](C(OC(C)(C)C)=O)[CH2:75][CH2:74]4)[N:67]([CH3:70])[C:68]=2[CH3:69])=[O:63])=[CH:57][CH:56]=1)[C:48]1[CH:53]=[CH:52][CH:51]=[CH:50][CH:49]=1.[OH-:95].[Na+], predict the reaction product. The product is: [CH2:47]([O:54][C:55]1[CH:60]=[CH:59][C:58]([N:61]([CH2:92][CH2:93][CH3:94])[C:62]([C:64]2[CH:65]=[C:66]([C:71]3[CH:72]=[C:73]4[C:78](=[CH:79][C:80]=3[C:81]([N:21]3[C@H:24]([CH2:92][N:61]5[CH2:62][CH2:64][O:95][CH2:57][CH2:58]5)[CH2:27][C:26]5[C:25](=[CH:34][CH:33]=[CH:32][CH:31]=5)[CH2:20]3)=[O:83])[CH2:77][NH:76][CH2:75][CH2:74]4)[N:67]([CH3:70])[C:68]=2[CH3:69])=[O:63])=[CH:57][CH:56]=1)[C:48]1[CH:49]=[CH:50][CH:51]=[CH:52][CH:53]=1. (6) Given the reactants [CH2:1]([C:3]1[CH:8]=[CH:7][CH:6]=[C:5](CC)[C:4]=1[C:11]1[CH:12]=[C:13]2[C:19]([CH:20]=[O:21])=[CH:18][N:17]([C:22]3[CH:27]=[CH:26][C:25]([CH:28]([CH3:30])[CH3:29])=[CH:24][CH:23]=3)[C:14]2=[CH:15][N:16]=1)C.[CH2:31]([Mg]Cl)[CH:32]([CH3:34])[CH3:33].[NH4+].[Cl-].[CH2:39]1COCC1, predict the reaction product. The product is: [CH3:1][C:3]1[CH:8]=[CH:7][CH:6]=[C:5]([CH3:39])[C:4]=1[C:11]1[CH:12]=[C:13]2[C:19]([CH:20]([OH:21])[CH2:31][CH:32]([CH3:34])[CH3:33])=[CH:18][N:17]([C:22]3[CH:27]=[CH:26][C:25]([CH:28]([CH3:29])[CH3:30])=[CH:24][CH:23]=3)[C:14]2=[CH:15][N:16]=1.